The task is: Predict the product of the given reaction.. This data is from Forward reaction prediction with 1.9M reactions from USPTO patents (1976-2016). Given the reactants [C:1]([C:4]1[C:5](=[O:25])[NH:6][C:7]([C:17]2[CH:22]=[CH:21][C:20]([Br:23])=[CH:19][C:18]=2[Cl:24])=[C:8]([C:10]2[CH:15]=[CH:14][C:13]([Cl:16])=[CH:12][CH:11]=2)[CH:9]=1)(=[O:3])[CH3:2].C(=O)([O-])[O-].[Cs+].[Cs+].Br[CH2:33][C:34](=[O:39])[C:35]([CH3:38])([CH3:37])[CH3:36], predict the reaction product. The product is: [C:1]([C:4]1[C:5]([O:25][CH2:33][C:34](=[O:39])[C:35]([CH3:38])([CH3:37])[CH3:36])=[N:6][C:7]([C:17]2[CH:22]=[CH:21][C:20]([Br:23])=[CH:19][C:18]=2[Cl:24])=[C:8]([C:10]2[CH:11]=[CH:12][C:13]([Cl:16])=[CH:14][CH:15]=2)[CH:9]=1)(=[O:3])[CH3:2].